From a dataset of Full USPTO retrosynthesis dataset with 1.9M reactions from patents (1976-2016). Predict the reactants needed to synthesize the given product. (1) Given the product [C:14]1([C:9]2([C:6]3[CH:7]=[CH:8][C:3]([CH2:2][N:23]4[CH2:22][CH2:21][N:20]([CH2:26][C:27]([O:29][CH2:30][CH3:31])=[O:28])[CH2:25][CH2:24]4)=[CH:4][CH:5]=3)[O:13][CH2:12][CH2:11][O:10]2)[CH:19]=[CH:18][CH:17]=[CH:16][CH:15]=1, predict the reactants needed to synthesize it. The reactants are: Br[CH2:2][C:3]1[CH:8]=[CH:7][C:6]([C:9]2([C:14]3[CH:19]=[CH:18][CH:17]=[CH:16][CH:15]=3)[O:13][CH2:12][CH2:11][O:10]2)=[CH:5][CH:4]=1.[N:20]1([CH2:26][C:27]([O:29][CH2:30][CH3:31])=[O:28])[CH2:25][CH2:24][NH:23][CH2:22][CH2:21]1.C([O-])([O-])=O.[K+].[K+]. (2) Given the product [Br:17][C:18]1[CH:23]=[CH:22][C:21]([C:13]2[CH:14]=[CH:15][C:10]([CH2:9][O:8][Si:5]([C:1]([CH3:4])([CH3:3])[CH3:2])([CH3:7])[CH3:6])=[CH:11][CH:12]=2)=[CH:20][C:19]=1[F:27], predict the reactants needed to synthesize it. The reactants are: [C:1]([Si:5]([O:8][CH2:9][C:10]1[CH:15]=[CH:14][C:13](I)=[CH:12][CH:11]=1)([CH3:7])[CH3:6])([CH3:4])([CH3:3])[CH3:2].[Br:17][C:18]1[CH:23]=[CH:22][C:21](B(O)O)=[CH:20][C:19]=1[F:27].